The task is: Predict the reaction yield, written as a fraction of the theoretical maximum amount of product (1.0 means a 100% yield; for example, 0.34 means a 34% yield).. This data is from Reaction yield outcomes from USPTO patents with 853,638 reactions. (1) The reactants are [N+:1]([C:4]1[CH:12]=[CH:11][C:7]([C:8](Cl)=[O:9])=[CH:6][CH:5]=1)([O-:3])=[O:2].[NH2:13][C:14]1[CH:19]=[CH:18][N:17]=[CH:16][C:15]=1[OH:20].C([O-])([O-])=O.[Na+].[Na+].CC(O)=O. The catalyst is N1C=CC=CC=1.O. The product is [OH:20][C:15]1[CH:16]=[N:17][CH:18]=[CH:19][C:14]=1[NH:13][C:8](=[O:9])[C:7]1[CH:11]=[CH:12][C:4]([N+:1]([O-:3])=[O:2])=[CH:5][CH:6]=1. The yield is 0.520. (2) The reactants are C(NC(C)C)(C)C.[Li]CCCC.[F:13][C:14]1[CH:19]=[CH:18][CH:17]=[CH:16][C:15]=1[F:20].Cl[Si:22]([CH3:25])([CH3:24])[CH3:23]. The catalyst is C1COCC1. The product is [F:13][C:14]1[C:15]([F:20])=[C:16]([Si:22]([CH3:25])([CH3:24])[CH3:23])[CH:17]=[CH:18][C:19]=1[Si:22]([CH3:25])([CH3:24])[CH3:23]. The yield is 1.00. (3) The reactants are B([C:4]1[CH:5]=[C:6]([CH:10]=[CH:11][CH:12]=1)[C:7]([OH:9])=[O:8])(O)O.C1(P(C2C=CC=CC=2)C2C=CC=CC=2)C=CC=CC=1.C(=O)([O-])[O-].[K+].[K+].Br[C:39]1[CH:44]=[CH:43][CH:42]=[CH:41][C:40]=1[C:45]1[CH:50]=[CH:49][CH:48]=[CH:47][CH:46]=1. The catalyst is C(#N)C.C([O-])(=O)C.[Pd+2].C([O-])(=O)C.O. The product is [C:40]1([C:45]2[C:50]([C:4]3[CH:12]=[CH:11][CH:10]=[C:6]([C:7]([OH:9])=[O:8])[CH:5]=3)=[CH:49][CH:48]=[CH:47][CH:46]=2)[CH:41]=[CH:42][CH:43]=[CH:44][CH:39]=1. The yield is 0.390. (4) The yield is 0.815. The catalyst is N1C=CC=CC=1. The product is [C:17]1([CH3:27])[CH:22]=[CH:21][C:20]([S:23]([O:16][C@@H:14]([CH2:13]/[CH:12]=[CH:11]/[C:7]2[CH:8]=[N:9][CH:10]=[C:5]([O:4][CH:1]([CH3:3])[CH3:2])[CH:6]=2)[CH3:15])(=[O:25])=[O:24])=[CH:19][CH:18]=1. The reactants are [CH:1]([O:4][C:5]1[CH:6]=[C:7](/[CH:11]=[CH:12]/[CH2:13][C@H:14]([OH:16])[CH3:15])[CH:8]=[N:9][CH:10]=1)([CH3:3])[CH3:2].[C:17]1([CH3:27])[CH:22]=[CH:21][C:20]([S:23](Cl)(=[O:25])=[O:24])=[CH:19][CH:18]=1. (5) The reactants are [CH:1]12[CH2:7][CH:4]([CH2:5][CH2:6]1)[CH2:3][CH:2]2[O:8][C:9]1[N:18]([C:19]2[CH:24]=[CH:23][C:22]([CH3:25])=[CH:21][CH:20]=2)[C:12]2=[N:13][C:14]([Cl:17])=[CH:15][CH:16]=[C:11]2[N:10]=1.ClC1N=C2N([C:37]3[CH:42]=[CH:41][C:40]([CH3:43])=[CH:39][CH:38]=3)C(=O)NC2=CC=1.C1C2CC(Br)C(C2)C1.C([O-])([O-])=O.[Cs+].[Cs+]. The catalyst is CN(C=O)C. The product is [CH:37]12[CH2:43][CH:40]([CH2:39][CH2:38]1)[CH2:41][CH:42]2[N:10]1[C:11]2[C:12](=[N:13][C:14]([Cl:17])=[CH:15][CH:16]=2)[N:18]([C:19]2[CH:24]=[CH:23][C:22]([CH3:25])=[CH:21][CH:20]=2)[C:9]1=[O:8].[CH:1]12[CH2:7][CH:4]([CH2:5][CH2:6]1)[CH2:3][CH:2]2[O:8][C:9]1[N:18]([C:19]2[CH:20]=[CH:21][C:22]([CH3:25])=[CH:23][CH:24]=2)[C:12]2=[N:13][C:14]([Cl:17])=[CH:15][CH:16]=[C:11]2[N:10]=1. The yield is 0.300. (6) The reactants are Cl.[CH3:2][O:3][C:4]1[CH:12]=[CH:11][C:7]([C:8](=[NH:10])[NH2:9])=[CH:6][CH:5]=1.C(=O)([O-])O.[K+].[CH2:18]([O:25][C:26]([NH:28][C@H:29]([C:42](=O)[CH2:43]Br)[CH2:30][CH2:31][CH2:32][CH2:33][NH:34][C:35](=[O:41])[O:36][C:37]([CH3:40])([CH3:39])[CH3:38])=[O:27])[C:19]1[CH:24]=[CH:23][CH:22]=[CH:21][CH:20]=1. The catalyst is C1COCC1.O. The product is [CH2:18]([O:25][C:26]([NH:28][C@H:29]([C:42]1[N:10]=[C:8]([C:7]2[CH:11]=[CH:12][C:4]([O:3][CH3:2])=[CH:5][CH:6]=2)[NH:9][CH:43]=1)[CH2:30][CH2:31][CH2:32][CH2:33][NH:34][C:35](=[O:41])[O:36][C:37]([CH3:39])([CH3:40])[CH3:38])=[O:27])[C:19]1[CH:24]=[CH:23][CH:22]=[CH:21][CH:20]=1. The yield is 0.250.